This data is from Reaction yield outcomes from USPTO patents with 853,638 reactions. The task is: Predict the reaction yield, written as a fraction of the theoretical maximum amount of product (1.0 means a 100% yield; for example, 0.34 means a 34% yield). (1) The reactants are [CH2:1]([NH:3][C:4]([NH:6][C:7]1[CH:8]=[C:9]([CH:11]=[CH:12][CH:13]=1)[NH2:10])=[O:5])[CH3:2].Cl[C:15]1[N:20]=[C:19](Cl)[C:18]([F:22])=[CH:17][N:16]=1. No catalyst specified. The product is [CH2:1]([NH:3][C:4]([NH:6][C:7]1[CH:8]=[C:9]([NH:10][C:15]2[N:20]=[C:19]([NH:10][C:9]3[CH:11]=[CH:12][CH:13]=[C:7]([NH:6][C:4]([NH:3][CH2:1][CH3:2])=[O:5])[CH:8]=3)[C:18]([F:22])=[CH:17][N:16]=2)[CH:11]=[CH:12][CH:13]=1)=[O:5])[CH3:2]. The yield is 0.660. (2) The reactants are Br[C:2]1[CH:7]=[CH:6][CH:5]=[CH:4][N:3]=1.[C:8]1([CH2:14][NH:15][CH2:16][CH2:17][NH2:18])[CH:13]=[CH:12][CH:11]=[CH:10][CH:9]=1. The catalyst is C(OCC)(=O)C.O. The product is [C:8]1([CH2:14][NH:15][CH2:16][CH2:17][NH:18][C:2]2[CH:7]=[CH:6][CH:5]=[CH:4][N:3]=2)[CH:13]=[CH:12][CH:11]=[CH:10][CH:9]=1. The yield is 0.400. (3) The reactants are [Si:1]([O:8][C@@H:9]1[C@@H:13]([CH2:14][OH:15])[O:12][C@@H:11]([N:16]2[C:20]3[N:21]=[CH:22][N:23]=[C:24]([NH:25][C:26](=[O:33])[C:27]4[CH:32]=[CH:31][CH:30]=[CH:29][CH:28]=4)[C:19]=3[CH:18]=[CH:17]2)[CH2:10]1)([C:4]([CH3:7])([CH3:6])[CH3:5])([CH3:3])[CH3:2].Cl[S:35]([NH2:38])(=[O:37])=[O:36]. No catalyst specified. The product is [S:35](=[O:37])(=[O:36])([O:15][CH2:14][C@@H:13]1[C@@H:9]([O:8][Si:1]([C:4]([CH3:5])([CH3:6])[CH3:7])([CH3:2])[CH3:3])[CH2:10][C@H:11]([N:16]2[C:20]3[N:21]=[CH:22][N:23]=[C:24]([NH:25][C:26](=[O:33])[C:27]4[CH:28]=[CH:29][CH:30]=[CH:31][CH:32]=4)[C:19]=3[CH:18]=[CH:17]2)[O:12]1)[NH2:38]. The yield is 0.480. (4) The reactants are [O:1]=[C:2]([OH:11])[CH2:3][N:4]([CH2:8][CH2:9][OH:10])[CH2:5][CH2:6][OH:7].[C:12]([OH:35])(=O)[CH2:13][CH2:14][CH2:15][CH2:16][CH2:17][CH2:18][CH2:19][CH2:20][CH2:21][CH2:22][CH2:23][CH2:24][CH2:25][CH2:26][CH2:27][CH2:28][CH2:29][CH2:30][CH2:31][CH2:32][CH3:33].[C:36](Cl)(=[O:40])[C:37](Cl)=O.Cl.[Cl-].[Na+]. The catalyst is C(Cl)(Cl)Cl.N1C=CC=CC=1. The product is [C:36]([O:10][CH2:9][CH2:8][N:4]([CH2:3][C:2]([OH:11])=[O:1])[CH2:5][CH2:6][O:7][C:12](=[O:35])[CH2:13][CH2:14][CH2:15][CH2:16][CH2:17][CH2:18][CH2:19][CH2:20][CH2:21][CH2:22][CH2:23][CH2:24][CH2:25][CH2:26][CH2:27][CH2:28][CH2:29][CH2:30][CH2:31][CH2:32][CH3:33])(=[O:40])[CH2:37][CH2:31][CH2:30][CH2:29][CH2:28][CH2:27][CH2:26][CH2:25][CH2:24][CH2:23][CH2:22][CH2:21][CH2:20][CH2:19][CH2:18][CH2:17][CH2:16][CH2:15][CH2:14][CH2:13][CH3:12]. The yield is 0.610. (5) The reactants are [NH2:1][C:2]1[CH:7]=[CH:6][C:5]([C:8]2[N:9]([CH2:26][CH3:27])[C:10]3[C:15]([C:16]=2[C:17]#[N:18])=[CH:14][CH:13]=[C:12]([N:19]2[CH2:24][CH2:23][N:22]([CH3:25])[CH2:21][CH2:20]2)[CH:11]=3)=[CH:4][CH:3]=1.[C:28](Cl)(=[O:31])[CH2:29][CH3:30]. The product is [C:17]([C:16]1[C:15]2[C:10](=[CH:11][C:12]([N:19]3[CH2:20][CH2:21][N:22]([CH3:25])[CH2:23][CH2:24]3)=[CH:13][CH:14]=2)[N:9]([CH2:26][CH3:27])[C:8]=1[C:5]1[CH:6]=[CH:7][C:2]([NH:1][C:28](=[O:31])[CH2:29][CH3:30])=[CH:3][CH:4]=1)#[N:18]. The catalyst is N1C=CC=CC=1. The yield is 0.730. (6) The reactants are [Br:1][C:2]1[CH:10]=[CH:9][C:5]([C:6]([OH:8])=[O:7])=[C:4]([Cl:11])[CH:3]=1.C(OC(O[C:15]([CH3:18])([CH3:17])[CH3:16])=O)(O[C:15]([CH3:18])([CH3:17])[CH3:16])=O. The catalyst is C1COCC1.CN(C1C=CN=CC=1)C.CCOC(C)=O. The product is [Br:1][C:2]1[CH:10]=[CH:9][C:5]([C:6]([O:8][C:15]([CH3:18])([CH3:17])[CH3:16])=[O:7])=[C:4]([Cl:11])[CH:3]=1. The yield is 0.510. (7) The reactants are [I:1][CH2:2][CH:3]1[CH2:7][CH2:6][CH:5]([OH:8])[CH2:4]1.[O:9]1[CH:14]=[CH:13][CH2:12][CH2:11][CH2:10]1.C1(C)C=CC(S([O-])(=O)=O)=CC=1.[NH+]1C=CC=CC=1. The catalyst is C(Cl)Cl. The product is [I:1][CH2:2][CH:3]1[CH2:7][CH2:6][CH:5]([O:8][CH:10]2[CH2:11][CH2:12][CH2:13][CH2:14][O:9]2)[CH2:4]1. The yield is 0.750. (8) The reactants are [N:1]1([C:7]2[C:8]3[N:22]=[N:21][N:20]([CH:23]4[CH2:28][CH2:27][NH:26][CH2:25][CH2:24]4)[C:9]=3[N:10]=[C:11]([C:13]3[CH:14]=[C:15]([OH:19])[CH:16]=[N:17][CH:18]=3)[N:12]=2)[CH2:6][CH2:5][O:4][CH2:3][CH2:2]1.[CH3:29][N:30]1[C:34]([CH:35]=O)=[CH:33][N:32]=[CH:31]1.[BH3-]C#N.[Na+]. The catalyst is [Cl-].[Cl-].[Zn+2]. The product is [CH3:29][N:30]1[C:34]([CH2:35][N:26]2[CH2:27][CH2:28][CH:23]([N:20]3[C:9]4[N:10]=[C:11]([C:13]5[CH:14]=[C:15]([OH:19])[CH:16]=[N:17][CH:18]=5)[N:12]=[C:7]([N:1]5[CH2:2][CH2:3][O:4][CH2:5][CH2:6]5)[C:8]=4[N:22]=[N:21]3)[CH2:24][CH2:25]2)=[CH:33][N:32]=[CH:31]1. The yield is 0.310.